Dataset: Forward reaction prediction with 1.9M reactions from USPTO patents (1976-2016). Task: Predict the product of the given reaction. The product is: [Cl:24][C:13]1[N:14]([CH:15]([CH3:16])[CH3:17])[C:10]([CH2:9][S:8][C:6]2[N:5]=[C:4]([OH:18])[CH:3]=[C:2]([CH3:1])[N:7]=2)=[CH:11][N:12]=1. Given the reactants [CH3:1][C:2]1[N:7]=[C:6]([S:8][CH2:9][C:10]2[N:14]([CH:15]([CH3:17])[CH3:16])[CH:13]=[N:12][CH:11]=2)[N:5]=[C:4]([OH:18])[CH:3]=1.[Li]CCCC.[Cl:24]C(Cl)(Cl)C(Cl)(Cl)Cl, predict the reaction product.